Dataset: CYP3A4 inhibition data for predicting drug metabolism from PubChem BioAssay. Task: Regression/Classification. Given a drug SMILES string, predict its absorption, distribution, metabolism, or excretion properties. Task type varies by dataset: regression for continuous measurements (e.g., permeability, clearance, half-life) or binary classification for categorical outcomes (e.g., BBB penetration, CYP inhibition). Dataset: cyp3a4_veith. (1) The drug is Nc1nnc(C(c2ccccc2)c2ccccc2)s1. The result is 0 (non-inhibitor). (2) The molecule is CCSc1nc2ccccc2n1C(=O)/C=C\c1ccc(OC)c(OC)c1. The result is 1 (inhibitor). (3) The molecule is C[C@@H](CSC(=N)N)C(N)=O. The result is 0 (non-inhibitor). (4) The drug is CO/N=C(\C)CCN1CCc2nc(-c3ccccc3)c(-c3ccccc3)cc2C1. The result is 0 (non-inhibitor). (5) The compound is COC(=O)c1ccc(/C=N\NC(=O)c2ccc(C)cc2Cl)cc1. The result is 1 (inhibitor). (6) The compound is O=S(=O)(c1ccccc1)N1CCC2(CC1)CN(c1ncccn1)C2. The result is 0 (non-inhibitor).